Dataset: Peptide-MHC class I binding affinity with 185,985 pairs from IEDB/IMGT. Task: Regression. Given a peptide amino acid sequence and an MHC pseudo amino acid sequence, predict their binding affinity value. This is MHC class I binding data. The peptide sequence is PDNGDYSEVAL. The MHC is Mamu-B01 with pseudo-sequence Mamu-B01. The binding affinity (normalized) is 0.